Dataset: Forward reaction prediction with 1.9M reactions from USPTO patents (1976-2016). Task: Predict the product of the given reaction. (1) Given the reactants [C:1]([C:3]1[CH:8]=[CH:7][C:6]([C:9]2[N:13]([C:14]3[CH:19]=[CH:18][C:17]([O:20][CH3:21])=[CH:16][CH:15]=3)[N:12]=[C:11]([C:22]([O:24][CH2:25][CH3:26])=[O:23])[CH:10]=2)=[CH:5][CH:4]=1)#[N:2].[ClH:27], predict the reaction product. The product is: [ClH:27].[NH2:2][CH2:1][C:3]1[CH:4]=[CH:5][C:6]([C:9]2[N:13]([C:14]3[CH:19]=[CH:18][C:17]([O:20][CH3:21])=[CH:16][CH:15]=3)[N:12]=[C:11]([C:22]([O:24][CH2:25][CH3:26])=[O:23])[CH:10]=2)=[CH:7][CH:8]=1. (2) Given the reactants O=[C:2]1[CH2:7][CH2:6][N:5]([C:8]2[CH:13]=[CH:12][CH:11]=[CH:10][C:9]=2[NH:14][S:15]([C:18]2[CH:23]=[CH:22][C:21]([NH:24][C:25](=[O:27])[CH3:26])=[CH:20][CH:19]=2)(=[O:17])=[O:16])[CH2:4][CH2:3]1.[CH:28]1[C:33]([C@H:34]([OH:37])[CH2:35][NH2:36])=[CH:32][C:31]([OH:38])=[C:30]([OH:39])[CH:29]=1, predict the reaction product. The product is: [OH:38][C:31]1[CH:32]=[C:33]([C@@H:34]([OH:37])[CH2:35][NH:36][CH:2]2[CH2:3][CH2:4][N:5]([C:8]3[CH:13]=[CH:12][CH:11]=[CH:10][C:9]=3[NH:14][S:15]([C:18]3[CH:23]=[CH:22][C:21]([NH:24][C:25](=[O:27])[CH3:26])=[CH:20][CH:19]=3)(=[O:16])=[O:17])[CH2:6][CH2:7]2)[CH:28]=[CH:29][C:30]=1[OH:39]. (3) The product is: [NH:1]([C:32]([O:31][C:28]([CH3:30])([CH3:29])[CH3:27])=[O:33])[CH2:2][C:3]([NH:5][C@H:6]([C:14]([NH:16][C@H:17]([C:22]([OH:24])=[O:23])[CH2:18][CH:19]([CH3:20])[CH3:21])=[O:15])[CH2:7][C:8]1[CH:13]=[CH:12][CH:11]=[CH:10][CH:9]=1)=[O:4]. Given the reactants [NH2:1][CH2:2][C:3]([NH:5][C@H:6]([C:14]([NH:16][C@H:17]([C:22]([OH:24])=[O:23])[CH2:18][CH:19]([CH3:21])[CH3:20])=[O:15])[CH2:7][C:8]1[CH:13]=[CH:12][CH:11]=[CH:10][CH:9]=1)=[O:4].[OH-].[Na+].[CH3:27][C:28]([O:31][C:32](O[C:32]([O:31][C:28]([CH3:30])([CH3:29])[CH3:27])=[O:33])=[O:33])([CH3:30])[CH3:29].Cl, predict the reaction product. (4) Given the reactants [F:1][C:2]([F:24])([F:23])[C:3]1[CH:4]=[C:5]([C@H:13]2[O:17][C:16](=[O:18])[N:15]([CH2:19][C:20]#[CH:21])[C@H:14]2[CH3:22])[CH:6]=[C:7]([C:9]([F:12])([F:11])[F:10])[CH:8]=1.Br[C:26]1[CH:31]=[C:30]([CH:32]([CH3:34])[CH3:33])[C:29]([F:35])=[CH:28][C:27]=1[O:36][CH3:37].C1(P(C2C=CC=CC=2)C2C=CC=CC=2)C=CC=CC=1.C(NCC)C, predict the reaction product. The product is: [F:24][C:2]([F:1])([F:23])[C:3]1[CH:4]=[C:5]([C@H:13]2[O:17][C:16](=[O:18])[N:15]([CH2:19][C:20]#[C:21][C:26]3[CH:31]=[C:30]([CH:32]([CH3:34])[CH3:33])[C:29]([F:35])=[CH:28][C:27]=3[O:36][CH3:37])[C@H:14]2[CH3:22])[CH:6]=[C:7]([C:9]([F:10])([F:11])[F:12])[CH:8]=1. (5) The product is: [Cl:1][C:2]1[CH:10]=[C:6]([C:7]([NH:19][C@H:20]([C:22]2[CH:34]=[CH:33][C:25]([C:26]([OH:28])=[O:27])=[CH:24][CH:23]=2)[CH3:21])=[O:9])[C:5]([O:11][C:12]2[CH:17]=[CH:16][C:15]([F:18])=[CH:14][CH:13]=2)=[N:4][CH:3]=1. Given the reactants [Cl:1][C:2]1[CH:3]=[N:4][C:5]([O:11][C:12]2[CH:17]=[CH:16][C:15]([F:18])=[CH:14][CH:13]=2)=[C:6]([CH:10]=1)[C:7]([OH:9])=O.[NH2:19][C@H:20]([C:22]1[CH:34]=[CH:33][C:25]([C:26]([O:28]C(C)(C)C)=[O:27])=[CH:24][CH:23]=1)[CH3:21], predict the reaction product. (6) Given the reactants [CH2:1]([O:8][CH2:9]/[CH:10]=[CH:11]/[C:12]1[CH:13]=[CH:14][C:15]2[C@@H:16]3[C@@H:21]([CH2:22][CH2:23][C:24]=2[CH:25]=1)[C@@H:20]1[CH2:26][CH2:27][C:28]2(OCC[O:29]2)[C@@:19]1([CH3:33])[CH2:18][CH2:17]3)[C:2]1[CH:7]=[CH:6][CH:5]=[CH:4][CH:3]=1.Cl.C(=O)(O)[O-], predict the reaction product. The product is: [CH2:1]([O:8][CH2:9]/[CH:10]=[CH:11]/[C:12]1[CH:25]=[C:24]2[C:15](=[CH:14][CH:13]=1)[C@@H:16]1[C@H:21]([C@H:20]3[C@@:19]([CH2:18][CH2:17]1)([CH3:33])[C:28](=[O:29])[CH2:27][CH2:26]3)[CH2:22][CH2:23]2)[C:2]1[CH:3]=[CH:4][CH:5]=[CH:6][CH:7]=1. (7) Given the reactants [Br:1][C:2]([Br:16])=[CH:3][C:4]1[CH:9]=[C:8]([O:10][CH2:11][CH3:12])[CH:7]=[CH:6][C:5]=1[N+:13]([O-])=O, predict the reaction product. The product is: [Br:1][C:2]([Br:16])=[CH:3][C:4]1[CH:9]=[C:8]([O:10][CH2:11][CH3:12])[CH:7]=[CH:6][C:5]=1[NH2:13].